This data is from Reaction yield outcomes from USPTO patents with 853,638 reactions. The task is: Predict the reaction yield, written as a fraction of the theoretical maximum amount of product (1.0 means a 100% yield; for example, 0.34 means a 34% yield). (1) The reactants are C[Si](C)(C)[N-][Si](C)(C)C.[Li+].S([CH2:21][N+:22]#[C-:23])(C1C=CC(C)=CC=1)(=O)=O.[C:24]([O:34][CH2:35][CH3:36])(=[O:33])/[CH:25]=[CH:26]/[C:27]1[CH:32]=[CH:31][CH:30]=[CH:29][CH:28]=1. The catalyst is C1COCC1.C(OCC)(=O)C. The product is [C:24]([C:25]1[C:26]([C:27]2[CH:28]=[CH:29][CH:30]=[CH:31][CH:32]=2)=[CH:23][NH:22][CH:21]=1)([O:34][CH2:35][CH3:36])=[O:33]. The yield is 0.410. (2) The reactants are C[O:2][C:3](=[O:22])[CH:4]([C:12]1[CH:17]=[CH:16][C:15]([S:18]([CH3:21])(=[O:20])=[O:19])=[CH:14][CH:13]=1)[CH2:5][CH:6]1[CH2:11][CH2:10][CH2:9][CH2:8][CH2:7]1.[OH-].[Na+]. The catalyst is C(O)C. The product is [CH:6]1([CH2:5][CH:4]([C:12]2[CH:17]=[CH:16][C:15]([S:18]([CH3:21])(=[O:20])=[O:19])=[CH:14][CH:13]=2)[C:3]([OH:22])=[O:2])[CH2:11][CH2:10][CH2:9][CH2:8][CH2:7]1. The yield is 0.600.